Dataset: NCI-60 drug combinations with 297,098 pairs across 59 cell lines. Task: Regression. Given two drug SMILES strings and cell line genomic features, predict the synergy score measuring deviation from expected non-interaction effect. (1) Drug 1: C1=CN(C=N1)CC(O)(P(=O)(O)O)P(=O)(O)O. Drug 2: C1CN1C2=NC(=NC(=N2)N3CC3)N4CC4. Cell line: OVCAR-5. Synergy scores: CSS=15.8, Synergy_ZIP=-3.92, Synergy_Bliss=-1.01, Synergy_Loewe=-12.7, Synergy_HSA=-1.05. (2) Drug 1: CNC(=O)C1=CC=CC=C1SC2=CC3=C(C=C2)C(=NN3)C=CC4=CC=CC=N4. Drug 2: N.N.Cl[Pt+2]Cl. Cell line: SNB-75. Synergy scores: CSS=0.0500, Synergy_ZIP=0.115, Synergy_Bliss=-0.358, Synergy_Loewe=-3.35, Synergy_HSA=-2.34. (3) Drug 1: CCCCC(=O)OCC(=O)C1(CC(C2=C(C1)C(=C3C(=C2O)C(=O)C4=C(C3=O)C=CC=C4OC)O)OC5CC(C(C(O5)C)O)NC(=O)C(F)(F)F)O. Drug 2: C1=NNC2=C1C(=O)NC=N2. Cell line: SN12C. Synergy scores: CSS=23.0, Synergy_ZIP=-0.0846, Synergy_Bliss=2.09, Synergy_Loewe=-25.5, Synergy_HSA=0.298. (4) Drug 1: B(C(CC(C)C)NC(=O)C(CC1=CC=CC=C1)NC(=O)C2=NC=CN=C2)(O)O. Cell line: HOP-92. Drug 2: CC1C(C(CC(O1)OC2CC(CC3=C2C(=C4C(=C3O)C(=O)C5=CC=CC=C5C4=O)O)(C(=O)C)O)N)O. Synergy scores: CSS=68.0, Synergy_ZIP=1.06, Synergy_Bliss=-0.187, Synergy_Loewe=7.38, Synergy_HSA=8.92.